Task: Predict which catalyst facilitates the given reaction.. Dataset: Catalyst prediction with 721,799 reactions and 888 catalyst types from USPTO (1) Reactant: [CH:1]([O:14][C:15]([C:17]1([O:20]/[N:21]=[C:22](/[C:51]2[N:52]=[C:53]([NH:56][C:57]([O:59][C:60]([CH3:63])([CH3:62])[CH3:61])=[O:58])[S:54][CH:55]=2)\[C:23]([NH:25][C@@H:26]2[C:29](=[O:30])[NH:28][C@@H:27]2[CH2:31][N:32]2[N:36]=[C:35]([CH2:37][NH:38][CH2:39][CH:40]3[CH2:43][N:42]([C:44]([O:46][C:47]([CH3:50])([CH3:49])[CH3:48])=[O:45])[CH2:41]3)[CH:34]=[N:33]2)=[O:24])[CH2:19][CH2:18]1)=[O:16])([C:8]1[CH:13]=[CH:12][CH:11]=[CH:10][CH:9]=1)[C:2]1[CH:7]=[CH:6][CH:5]=[CH:4][CH:3]=1.C([O-])(O)=O.[Na+].[CH3:69][C:70]([O:73][C:74](O[C:74]([O:73][C:70]([CH3:72])([CH3:71])[CH3:69])=[O:75])=[O:75])([CH3:72])[CH3:71]. Product: [CH:1]([O:14][C:15]([C:17]1([O:20]/[N:21]=[C:22](/[C:51]2[N:52]=[C:53]([NH:56][C:57]([O:59][C:60]([CH3:63])([CH3:62])[CH3:61])=[O:58])[S:54][CH:55]=2)\[C:23]([NH:25][C@@H:26]2[C:29](=[O:30])[NH:28][C@@H:27]2[CH2:31][N:32]2[N:36]=[C:35]([CH2:37][N:38]([CH2:39][CH:40]3[CH2:41][N:42]([C:44]([O:46][C:47]([CH3:50])([CH3:49])[CH3:48])=[O:45])[CH2:43]3)[C:74]([O:73][C:70]([CH3:72])([CH3:71])[CH3:69])=[O:75])[CH:34]=[N:33]2)=[O:24])[CH2:19][CH2:18]1)=[O:16])([C:2]1[CH:3]=[CH:4][CH:5]=[CH:6][CH:7]=1)[C:8]1[CH:13]=[CH:12][CH:11]=[CH:10][CH:9]=1. The catalyst class is: 2. (2) Reactant: C1C=CC(P(C2C=CC=CC=2)C2C=CC=CC=2)=CC=1.[CH3:20][O:21][C:22]1[CH:27]=[CH:26][C:25]([C:28]2[CH:29]=[CH:30][C:31](=[O:38])[N:32]([CH2:34][C:35]([OH:37])=O)[CH:33]=2)=[CH:24][CH:23]=1.[NH2:39][C:40]1[CH:45]=[C:44]([F:46])[CH:43]=[CH:42][C:41]=1O.CCN(CC)CC.C(Cl)(Cl)(Cl)Cl. Product: [F:46][C:44]1[CH:43]=[CH:42][C:41]2[O:37][C:35]([CH2:34][N:32]3[CH:33]=[C:28]([C:25]4[CH:24]=[CH:23][C:22]([O:21][CH3:20])=[CH:27][CH:26]=4)[CH:29]=[CH:30][C:31]3=[O:38])=[N:39][C:40]=2[CH:45]=1. The catalyst class is: 852. (3) Reactant: [CH3:1][O:2][C:3]1[CH:7]=[C:6]([C:8]([OH:10])=[O:9])[S:5][C:4]=1[C:11]([OH:13])=O.[CH2:14]([NH2:21])[C:15]1[CH:20]=[CH:19][CH:18]=[CH:17][CH:16]=1. Product: [CH2:14]([N:21]([CH2:14][C:15]1[CH:20]=[CH:19][CH:18]=[CH:17][CH:16]=1)[C:11]([C:4]1[S:5][C:6]([C:8]([OH:10])=[O:9])=[CH:7][C:3]=1[O:2][CH3:1])=[O:13])[C:15]1[CH:20]=[CH:19][CH:18]=[CH:17][CH:16]=1. The catalyst class is: 3. (4) Reactant: [C:1]1([CH:7]=[CH:8][C:9]2[CH2:13][CH:12]([CH2:14][CH2:15][CH2:16][CH:17]=O)[O:11][N:10]=2)[CH:6]=[CH:5][CH:4]=[CH:3][CH:2]=1.Cl.[CH3:20][O:21][C:22]1[CH:27]=[CH:26][CH:25]=[CH:24][C:23]=1[N:28]1[CH2:33][CH2:32][NH:31][CH2:30][CH2:29]1.[BH-](OC(C)=O)(OC(C)=O)OC(C)=O.[Na+].C(N(C(C)C)CC)(C)C. Product: [CH3:20][O:21][C:22]1[CH:27]=[CH:26][CH:25]=[CH:24][C:23]=1[N:28]1[CH2:33][CH2:32][NH:31][CH2:30][CH:29]1[CH2:17][CH2:16][CH2:15][CH2:14][CH:12]1[O:11][N:10]=[C:9]([CH:8]=[CH:7][C:1]2[CH:2]=[CH:3][CH:4]=[CH:5][CH:6]=2)[CH2:13]1. The catalyst class is: 2. (5) Reactant: N(C(OCC)=O)=NC(OCC)=O.[CH2:13]([N:15]1[C:21]2[N:22]=[CH:23][C:24]([CH2:26][CH2:27][OH:28])=[CH:25][C:20]=2[C:19](=[O:29])[N:18]([CH3:30])[C:17]2[CH:31]=[CH:32][C:33]([C:35]([F:38])([F:37])[F:36])=[N:34][C:16]1=2)[CH3:14].O[C:40]1[C:49]2[C:44](=[CH:45][CH:46]=[CH:47][CH:48]=2)[N:43]=[CH:42][CH:41]=1.C1C=CC(P(C2C=CC=CC=2)C2C=CC=CC=2)=CC=1. Product: [CH2:13]([N:15]1[C:21]2[N:22]=[CH:23][C:24]([CH2:26][CH2:27][O:28][C:40]3[C:49]4[C:44](=[CH:45][CH:46]=[CH:47][CH:48]=4)[N:43]=[CH:42][CH:41]=3)=[CH:25][C:20]=2[C:19](=[O:29])[N:18]([CH3:30])[C:17]2[CH:31]=[CH:32][C:33]([C:35]([F:37])([F:36])[F:38])=[N:34][C:16]1=2)[CH3:14]. The catalyst class is: 1. (6) The catalyst class is: 1. Reactant: [C:1]([O:5][C:6](=[O:46])[C:7]1[CH:19]=[C:18]([O:20][CH2:21][CH2:22][CH2:23][CH2:24][CH2:25][CH2:26][CH2:27][CH2:28][CH2:29][C:30](=[O:45])[NH:31][C@H:32]([C:38]([O:40][C:41]([CH3:44])([CH3:43])[CH3:42])=[O:39])[CH2:33][CH2:34][C:35]([OH:37])=[O:36])[CH:17]=[C:9]([C:10]([O:12][C:13]([CH3:16])([CH3:15])[CH3:14])=[O:11])[CH:8]=1)([CH3:4])([CH3:3])[CH3:2].[B-](F)(F)(F)F.CN(C(O[N:60]1[C:65](=[O:66])[CH2:64][CH2:63][C:61]1=[O:62])=[N+](C)C)C.CCN(C(C)C)C(C)C. Product: [C:13]([O:12][C:10](=[O:11])[C:9]1[CH:17]=[C:18]([O:20][CH2:21][CH2:22][CH2:23][CH2:24][CH2:25][CH2:26][CH2:27][CH2:28][CH2:29][C:30](=[O:45])[NH:31][C@H:32]([C:38]([O:40][C:41]([CH3:44])([CH3:43])[CH3:42])=[O:39])[CH2:33][CH2:34][C:35]([O:37][N:60]2[C:65](=[O:66])[CH2:64][CH2:63][C:61]2=[O:62])=[O:36])[CH:19]=[C:7]([C:6]([O:5][C:1]([CH3:2])([CH3:3])[CH3:4])=[O:46])[CH:8]=1)([CH3:16])([CH3:15])[CH3:14]. (7) Reactant: [C:1]([C:4]1[C:12]2[C:7](=[CH:8][CH:9]=[CH:10][CH:11]=2)[N:6]([S:13]([C:16]2[CH:17]=[CH:18][C:19]([O:34][CH3:35])=[C:20]([N:22]3[CH2:27][CH2:26][N:25](C(=O)C(Cl)(Cl)Cl)[CH2:24][CH2:23]3)[CH:21]=2)(=[O:15])=[O:14])[CH:5]=1)(=[O:3])[CH3:2].[OH-].[K+]. Product: [CH3:35][O:34][C:19]1[CH:18]=[CH:17][C:16]([S:13]([N:6]2[C:7]3[C:12](=[CH:11][CH:10]=[CH:9][CH:8]=3)[C:4]([C:1](=[O:3])[CH3:2])=[CH:5]2)(=[O:14])=[O:15])=[CH:21][C:20]=1[N:22]1[CH2:23][CH2:24][NH:25][CH2:26][CH2:27]1. The catalyst class is: 1. (8) Reactant: CCN(CC)CC.Cl.Cl.[N:10]1([C:16]2[C:17]3[CH:24]=[CH:23][NH:22][C:18]=3[N:19]=[CH:20][N:21]=2)[CH2:15][CH2:14][NH:13][CH2:12][CH2:11]1.[C:25]([O:29][C:30]([NH:32][CH2:33][C@H:34]([CH2:38][C:39]1[CH:44]=[CH:43][C:42]([Cl:45])=[CH:41][CH:40]=1)[C:35](O)=[O:36])=[O:31])([CH3:28])([CH3:27])[CH3:26].CCN=C=NCCCN(C)C.C1C=CC2N(O)N=NC=2C=1. Product: [C:25]([O:29][C:30](=[O:31])[NH:32][CH2:33][C@H:34]([CH2:38][C:39]1[CH:40]=[CH:41][C:42]([Cl:45])=[CH:43][CH:44]=1)[C:35](=[O:36])[N:13]1[CH2:12][CH2:11][N:10]([C:16]2[C:17]3[CH:24]=[CH:23][NH:22][C:18]=3[N:19]=[CH:20][N:21]=2)[CH2:15][CH2:14]1)([CH3:28])([CH3:26])[CH3:27]. The catalyst class is: 31. (9) Reactant: [CH3:1][O:2][C:3](=[O:22])[C:4]1[CH:9]=[CH:8][C:7]([NH:10][C:11](=[O:21])[CH2:12][O:13]CC2C=CC=CC=2)=[CH:6][CH:5]=1. The catalyst class is: 19. Product: [CH3:1][O:2][C:3](=[O:22])[C:4]1[CH:5]=[CH:6][C:7]([NH:10][C:11](=[O:21])[CH2:12][OH:13])=[CH:8][CH:9]=1.